Dataset: Full USPTO retrosynthesis dataset with 1.9M reactions from patents (1976-2016). Task: Predict the reactants needed to synthesize the given product. Given the product [CH3:1][O:2][C:3]1[CH:12]=[C:11]2[C:6]([CH2:7][CH2:8][C@H:9]([NH2:26])[CH2:10]2)=[CH:5][CH:4]=1, predict the reactants needed to synthesize it. The reactants are: [CH3:1][O:2][C:3]1[CH:12]=[C:11]2[C:6]([CH2:7][CH2:8][C@@H:9](OS(C3C=CC=C([N+]([O-])=O)C=3)(=O)=O)[CH2:10]2)=[CH:5][CH:4]=1.[NH3:26].